From a dataset of Full USPTO retrosynthesis dataset with 1.9M reactions from patents (1976-2016). Predict the reactants needed to synthesize the given product. (1) Given the product [C:29]1([CH:6]([N:7]2[C:15]3[C:10](=[CH:11][C:12]([CH2:16][CH2:17][CH2:18][C:19]4[CH:28]=[CH:27][C:26]5[CH2:25][CH2:24][CH2:23][NH:22][C:21]=5[N:20]=4)=[CH:13][CH:14]=3)[CH:9]=[CH:8]2)[CH2:5][C:4]([OH:35])=[O:3])[CH:30]=[CH:31][CH:32]=[CH:33][CH:34]=1, predict the reactants needed to synthesize it. The reactants are: C([O:3][C:4](=[O:35])[CH2:5][CH:6]([C:29]1[CH:34]=[CH:33][CH:32]=[CH:31][CH:30]=1)[N:7]1[C:15]2[C:10](=[CH:11][C:12]([CH2:16][CH2:17][CH2:18][C:19]3[CH:28]=[CH:27][C:26]4[CH2:25][CH2:24][CH2:23][NH:22][C:21]=4[N:20]=3)=[CH:13][CH:14]=2)[CH:9]=[CH:8]1)C.[OH-].[Na+].Cl. (2) Given the product [CH3:17][O:14][C:13]([C@@H:6]1[CH2:5][C:4]2[C:9](=[CH:10][C:11]([OH:12])=[C:2]([OH:1])[CH:3]=2)[CH2:8][NH:7]1)=[O:15], predict the reactants needed to synthesize it. The reactants are: [OH:1][C:2]1[CH:3]=[C:4]2[C:9](=[CH:10][C:11]=1[OH:12])[CH2:8][NH:7][C@H:6]([C:13]([OH:15])=[O:14])[CH2:5]2.Cl.[CH3:17]O. (3) Given the product [N:1]1([CH2:18][C@H:19]2[NH:20][C:21](=[O:24])[CH2:22][CH2:23]2)[CH2:6][CH2:5][CH2:4][CH2:3][CH2:2]1, predict the reactants needed to synthesize it. The reactants are: [NH:1]1[CH2:6][CH2:5][CH2:4][CH2:3][CH2:2]1.CC1C=CC(S(O[CH2:18][C@@H:19]2[CH2:23][CH2:22][C:21](=[O:24])[NH:20]2)(=O)=O)=CC=1.C(=O)([O-])[O-].[K+].[K+]. (4) The reactants are: [CH3:1][C:2]1[CH:7]=[C:6]([CH3:8])[CH:5]=[CH:4][C:3]=1[N:9]([CH2:20][CH:21]([CH3:23])[CH3:22])[S:10]([C:13]1[CH:18]=[CH:17][CH:16]=[C:15]([OH:19])[CH:14]=1)(=[O:12])=[O:11].[CH3:24][C:25]1[C:29]([CH2:30]O)=[C:28]([CH3:32])[O:27][N:26]=1.FC(F)(C(F)(F)C(F)(F)C(F)(F)C(F)(F)C(F)(F)C(F)(F)C(F)(F)F)CCC1C=CC(P(C2C=CC=CC=2)C2C=CC=CC=2)=CC=1.N(C(OC(C)C)=O)=NC(OC(C)C)=O. Given the product [CH3:24][C:25]1[C:29]([CH2:30][O:19][C:15]2[CH:14]=[C:13]([S:10]([N:9]([C:3]3[CH:4]=[CH:5][C:6]([CH3:8])=[CH:7][C:2]=3[CH3:1])[CH2:20][CH:21]([CH3:23])[CH3:22])(=[O:11])=[O:12])[CH:18]=[CH:17][CH:16]=2)=[C:28]([CH3:32])[O:27][N:26]=1, predict the reactants needed to synthesize it. (5) Given the product [CH3:40][S:41]([O:31][C@@H:15]([CH2:14][CH2:13][CH2:12][CH2:11][NH:10][C:9]([O:8][CH2:1][C:2]1[CH:7]=[CH:6][CH:5]=[CH:4][CH:3]=1)=[O:32])[C:16]([N:18]([CH2:25][C:26]1[S:27][CH:28]=[CH:29][CH:30]=1)[CH2:19][C:20]1[S:21][CH:22]=[CH:23][CH:24]=1)=[O:17])(=[O:43])=[O:42], predict the reactants needed to synthesize it. The reactants are: [CH2:1]([O:8][C:9](=[O:32])[NH:10][CH2:11][CH2:12][CH2:13][CH2:14][C@H:15]([OH:31])[C:16]([N:18]([CH2:25][C:26]1[S:27][CH:28]=[CH:29][CH:30]=1)[CH2:19][C:20]1[S:21][CH:22]=[CH:23][CH:24]=1)=[O:17])[C:2]1[CH:7]=[CH:6][CH:5]=[CH:4][CH:3]=1.C(N(CC)CC)C.[CH3:40][S:41](Cl)(=[O:43])=[O:42]. (6) Given the product [CH2:19]([C:21]1[CH:29]=[CH:28][CH:27]=[CH:26][C:22]=1[C:23]([N:7]1[CH2:6][CH:5]2[CH2:1][N:2]([C:9]3[CH:18]=[N:17][C:16]4[C:11](=[CH:12][CH:13]=[CH:14][CH:15]=4)[N:10]=3)[CH2:3][CH:4]2[CH2:8]1)=[O:24])[CH3:20], predict the reactants needed to synthesize it. The reactants are: [CH2:1]1[CH:5]2[CH2:6][NH:7][CH2:8][CH:4]2[CH2:3][N:2]1[C:9]1[CH:18]=[N:17][C:16]2[C:11](=[CH:12][CH:13]=[CH:14][CH:15]=2)[N:10]=1.[CH2:19]([C:21]1[CH:29]=[CH:28][CH:27]=[CH:26][C:22]=1[C:23](O)=[O:24])[CH3:20]. (7) Given the product [CH3:16][O:17][CH2:18][NH:19][C:20]([C:9]1[S:10][C:3]2[C:4](=[N:5][CH:6]=[CH:7][C:2]=2[Cl:1])[CH:8]=1)=[S:21], predict the reactants needed to synthesize it. The reactants are: [Cl:1][C:2]1[CH:7]=[CH:6][N:5]=[C:4]2[CH:8]=[CH:9][S:10][C:3]=12.C([Li])CCC.[CH3:16][O:17][CH2:18][N:19]=[C:20]=[S:21]. (8) Given the product [NH:3]1[CH2:2][CH2:7][CH:6]([O:11][C:12]2[C:16]3[CH:17]=[CH:18][CH:19]=[CH:20][C:15]=3[O:14][C:13]=2[C:21]([NH2:23])=[O:22])[CH2:5][CH2:4]1, predict the reactants needed to synthesize it. The reactants are: Cl[CH:2]1[CH2:7][CH2:6][CH2:5][CH2:4][N:3]1C(O)=O.[OH:11][C:12]1[C:16]2[CH:17]=[CH:18][CH:19]=[CH:20][C:15]=2[O:14][C:13]=1[C:21]([NH2:23])=[O:22].